Dataset: Reaction yield outcomes from USPTO patents with 853,638 reactions. Task: Predict the reaction yield, written as a fraction of the theoretical maximum amount of product (1.0 means a 100% yield; for example, 0.34 means a 34% yield). (1) The yield is 0.600. The product is [CH3:34][O:33][C:8]1[CH:9]=[C:10]2[C:15](=[CH:16][C:7]=1[O:6][CH2:5][CH2:4][CH2:3][CH2:2][N:39]1[CH2:40][CH2:41][N:36]([CH3:35])[CH2:37][CH2:38]1)[N:14]=[CH:13][CH:12]=[C:11]2[O:17][C:18]1[CH:23]=[CH:22][C:21]([CH3:24])=[CH:20][C:19]=1[C:25]([C:27]1[CH:32]=[CH:31][CH:30]=[CH:29][CH:28]=1)=[O:26]. The catalyst is CN(C)C=O. The reactants are Cl[CH2:2][CH2:3][CH2:4][CH2:5][O:6][C:7]1[CH:16]=[C:15]2[C:10]([C:11]([O:17][C:18]3[CH:23]=[CH:22][C:21]([CH3:24])=[CH:20][C:19]=3[C:25]([C:27]3[CH:32]=[CH:31][CH:30]=[CH:29][CH:28]=3)=[O:26])=[CH:12][CH:13]=[N:14]2)=[CH:9][C:8]=1[O:33][CH3:34].[CH3:35][N:36]1[CH2:41][CH2:40][NH:39][CH2:38][CH2:37]1.C(=O)([O-])[O-].[K+].[K+].O. (2) The reactants are C(OC([NH:8][CH:9]([C:27]([F:30])([F:29])[F:28])[CH2:10][N:11]1[C:15]([C:16](OCC)=[O:17])=[C:14]([C:21]([O:23][CH2:24][CH3:25])=[O:22])[C:13]([I:26])=[N:12]1)=O)(C)(C)C. The catalyst is Cl.O1CCOCC1. The product is [I:26][C:13]1[C:14]([C:21]([O:23][CH2:24][CH3:25])=[O:22])=[C:15]2[C:16](=[O:17])[NH:8][CH:9]([C:27]([F:30])([F:29])[F:28])[CH2:10][N:11]2[N:12]=1. The yield is 0.414. (3) The reactants are [CH3:1][CH2:2][Mg+].[Br-].Br[C:6]1[CH:15]=[C:14](Br)[CH:13]=[CH:12][C:7]=1[C:8]([O:10][CH3:11])=[O:9].[CH2:17]1COC[CH2:18]1. The catalyst is [Zn+2].[Br-].[Br-].C1C=CC(P(C2C=CC=CC=2)[C-]2C=CC=C2)=CC=1.C1C=CC(P(C2C=CC=CC=2)[C-]2C=CC=C2)=CC=1.Cl[Pd]Cl.[Fe+2]. The product is [CH2:17]([C:6]1[CH:15]=[C:14]([CH2:2][CH3:1])[CH:13]=[CH:12][C:7]=1[C:8]([O:10][CH3:11])=[O:9])[CH3:18]. The yield is 0.960. (4) The reactants are [Br:1][C:2]1[CH:3]=[CH:4][C:5]([Cl:20])=[C:6]([C:8]([C:10]2[CH:15]=[C:14]([F:16])[C:13]([O:17][CH3:18])=[C:12]([F:19])[CH:11]=2)=O)[CH:7]=1.C([SiH](CC)CC)C.FC(F)(F)S(O)(=O)=O. The catalyst is FC(F)(F)C(O)=O. The product is [Br:1][C:2]1[CH:3]=[CH:4][C:5]([Cl:20])=[C:6]([CH:7]=1)[CH2:8][C:10]1[CH:15]=[C:14]([F:16])[C:13]([O:17][CH3:18])=[C:12]([F:19])[CH:11]=1. The yield is 0.948. (5) The reactants are Cl[C:2]1[CH:7]=[CH:6][C:5]([N+:8]([O-:10])=[O:9])=[CH:4][N:3]=1.[CH2:11]([N:13]1[CH2:18][CH2:17][NH:16][CH2:15][CH2:14]1)[CH3:12].C(N(CC)C(C)C)(C)C. The catalyst is O1CCOCC1.C(OCC)(=O)C. The product is [CH2:11]([N:13]1[CH2:18][CH2:17][N:16]([C:2]2[CH:7]=[CH:6][C:5]([N+:8]([O-:10])=[O:9])=[CH:4][N:3]=2)[CH2:15][CH2:14]1)[CH3:12]. The yield is 0.870. (6) The reactants are Cl[C:2]1[N:11]=[C:10]([NH:12][CH2:13][CH:14]([C:21]2[CH:26]=[CH:25][CH:24]=[CH:23][CH:22]=2)[C:15]2[CH:16]=[N:17][CH:18]=[CH:19][CH:20]=2)[C:9]2[C:4](=[CH:5][CH:6]=[CH:7][CH:8]=2)[N:3]=1.[CH3:27][N:28]([CH3:38])[C:29]1[CH:34]=[CH:33][C:32](B(O)O)=[CH:31][CH:30]=1.CN(C)C1C=CC(C2N=C(NCC(C3C=CC=CC=3)C3NC=CC=3)C3C(=CC=CC=3)N=2)=CC=1. The catalyst is C(Cl)Cl.CO. The product is [CH3:27][N:28]([CH3:38])[C:29]1[CH:34]=[CH:33][C:32]([C:2]2[N:11]=[C:10]([NH:12][CH2:13][CH:14]([C:21]3[CH:26]=[CH:25][CH:24]=[CH:23][CH:22]=3)[C:15]3[CH:16]=[N:17][CH:18]=[CH:19][CH:20]=3)[C:9]3[C:4](=[CH:5][CH:6]=[CH:7][CH:8]=3)[N:3]=2)=[CH:31][CH:30]=1. The yield is 0.580. (7) The reactants are [H-].[Na+].[C:3]([C:7]1[O:11][N:10]=[C:9]([NH:12][C:13]([NH:15][C:16]2[CH:21]=[CH:20][CH:19]=[C:18]([SH:22])[CH:17]=2)=[O:14])[CH:8]=1)([CH3:6])([CH3:5])[CH3:4].Cl[C:24]1[C:33]2[C:28](=[CH:29][C:30]([O:42][CH3:43])=[C:31]([O:34][CH2:35][CH2:36][CH2:37][S:38]([CH3:41])(=[O:40])=[O:39])[CH:32]=2)[N:27]=[CH:26][N:25]=1. The catalyst is O1CCCC1.C(OCC)(=O)C.O. The product is [C:3]([C:7]1[O:11][N:10]=[C:9]([NH:12][C:13]([NH:15][C:16]2[CH:21]=[CH:20][CH:19]=[C:18]([S:22][C:24]3[C:33]4[C:28](=[CH:29][C:30]([O:42][CH3:43])=[C:31]([O:34][CH2:35][CH2:36][CH2:37][S:38]([CH3:41])(=[O:39])=[O:40])[CH:32]=4)[N:27]=[CH:26][N:25]=3)[CH:17]=2)=[O:14])[CH:8]=1)([CH3:6])([CH3:4])[CH3:5]. The yield is 0.0400. (8) The reactants are COC(C1CNCNC=1)=O.[N+](C1C=CC(O[C:21]([N:23]2[CH:28]([C:29]3[CH:34]=[CH:33][C:32]([F:35])=[C:31]([F:36])[CH:30]=3)[C:27]([C:37]([O:39][CH3:40])=[O:38])=[C:26]([CH2:41][O:42][CH3:43])[NH:25][C:24]2=[O:44])=[O:22])=CC=1)([O-])=O.[C:45]1([C:51]2([C:61]3[S:62][CH:63]=[CH:64][CH:65]=3)[CH2:56][CH2:55][N:54]([CH2:57][CH2:58][CH2:59][NH2:60])[CH2:53][CH2:52]2)[CH:50]=[CH:49][CH:48]=[CH:47][CH:46]=1. The catalyst is C(Cl)Cl. The product is [CH3:40][O:39][C:37]([C:27]1[CH:28]([C:29]2[CH:34]=[CH:33][C:32]([F:35])=[C:31]([F:36])[CH:30]=2)[N:23]([C:21](=[O:22])[NH:60][CH2:59][CH2:58][CH2:57][N:54]2[CH2:53][CH2:52][C:51]([C:45]3[CH:46]=[CH:47][CH:48]=[CH:49][CH:50]=3)([C:61]3[S:62][CH:63]=[CH:64][CH:65]=3)[CH2:56][CH2:55]2)[C:24](=[O:44])[NH:25][C:26]=1[CH2:41][O:42][CH3:43])=[O:38]. The yield is 0.640. (9) The reactants are [F:1][C:2]1[CH:7]=[CH:6][C:5]([C@@:8]([NH:24][C:25]([NH:27][CH2:28][C:29]([F:32])([F:31])[F:30])=[O:26])([C:16]2[CH:21]=[C:20]([OH:22])[CH:19]=[C:18]([F:23])[CH:17]=2)[CH2:9][C:10]2[CH:15]=[CH:14][CH:13]=[CH:12][CH:11]=2)=[CH:4][C:3]=1[C:33]([F:36])([F:35])[F:34].I[CH2:38][C:39]([F:42])([F:41])[F:40].C([O-])([O-])=O.[K+].[K+]. The catalyst is CS(C)=O.CC#N. The product is [F:1][C:2]1[CH:7]=[CH:6][C:5]([C@@:8]([NH:24][C:25]([NH:27][CH2:28][C:29]([F:30])([F:31])[F:32])=[O:26])([C:16]2[CH:21]=[C:20]([O:22][CH2:38][C:39]([F:42])([F:41])[F:40])[CH:19]=[C:18]([F:23])[CH:17]=2)[CH2:9][C:10]2[CH:11]=[CH:12][CH:13]=[CH:14][CH:15]=2)=[CH:4][C:3]=1[C:33]([F:36])([F:34])[F:35]. The yield is 0.580. (10) The reactants are [CH2:1]([O:3][C:4](=[O:15])[CH2:5][O:6][C:7]1[CH:12]=[CH:11][CH:10]=[C:9]([CH:13]=O)[CH:8]=1)[CH3:2].[C:16]([C:20]1[CH:27]=[CH:26][C:23]([CH2:24][NH2:25])=[CH:22][CH:21]=1)([CH3:19])([CH3:18])[CH3:17].[H][H].[C:30]([OH:37])(=[O:36])[CH2:31][CH2:32][C:33]([OH:35])=[O:34]. The catalyst is [Pt].C(O)C.O. The product is [C:30]([OH:37])(=[O:36])[CH2:31][CH2:32][C:33]([OH:35])=[O:34].[CH2:1]([O:3][C:4](=[O:15])[CH2:5][O:6][C:7]1[CH:12]=[CH:11][CH:10]=[C:9]([CH2:13][NH:25][CH2:24][C:23]2[CH:26]=[CH:27][C:20]([C:16]([CH3:19])([CH3:18])[CH3:17])=[CH:21][CH:22]=2)[CH:8]=1)[CH3:2]. The yield is 0.730.